Predict the product of the given reaction. From a dataset of Forward reaction prediction with 1.9M reactions from USPTO patents (1976-2016). (1) Given the reactants C[O:2][C:3]([C:5]1[CH:10]=[CH:9][C:8]([CH:11]2[CH2:15][CH2:14][O:13][CH2:12]2)=[C:7]([O:16][CH2:17][CH:18]2[CH2:20][CH2:19]2)[N:6]=1)=[O:4].C[O:22][C:23]([C:25]1[CH:30]=[CH:29][C:28]([CH:31]2[CH2:35][CH2:34][CH2:33][O:32]2)=[C:27]([O:36][CH2:37][CH:38]2[CH2:40][CH2:39]2)[N:26]=1)=[O:24].[OH-].[Na+], predict the reaction product. The product is: [CH:18]1([CH2:17][O:16][C:7]2[N:6]=[C:5]([C:3]([OH:4])=[O:2])[CH:10]=[CH:9][C:8]=2[CH:11]2[CH2:15][CH2:14][O:13][CH2:12]2)[CH2:19][CH2:20]1.[CH:38]1([CH2:37][O:36][C:27]2[N:26]=[C:25]([C:23]([OH:24])=[O:22])[CH:30]=[CH:29][C:28]=2[CH:31]2[CH2:35][CH2:34][CH2:33][O:32]2)[CH2:39][CH2:40]1. (2) Given the reactants [NH2:1][C@H:2]1[CH:7]2[CH2:8][CH2:9][N:4]([CH2:5][CH2:6]2)[CH2:3]1.[H-].[Na+].O=[CH:13][CH2:14][N:15]1[C:23]2[C:18](=[CH:19][CH:20]=[CH:21][C:22]=2[C:24]([O:26][CH3:27])=[O:25])[CH:17]=[CH:16]1.C(O[BH-](OC(=O)C)OC(=O)C)(=O)C.[Na+], predict the reaction product. The product is: [N:4]12[CH2:9][CH2:8][CH:7]([CH2:6][CH2:5]1)[C@H:2]([NH:1][CH2:13][CH2:14][N:15]1[C:23]3[C:18](=[CH:19][CH:20]=[CH:21][C:22]=3[C:24]([O:26][CH3:27])=[O:25])[CH:17]=[CH:16]1)[CH2:3]2. (3) Given the reactants [CH2:1]([O:3][C:4](=[O:14])[C:5]1[CH:10]=[C:9]([Cl:11])[C:8]([CH3:12])=[CH:7][C:6]=1[NH2:13])[CH3:2].C(OC(=O)C1C=C(C(F)(F)F)C(C=O)=C([Cl:31])C=1N)C, predict the reaction product. The product is: [CH2:1]([O:3][C:4](=[O:14])[C:5]1[CH:10]=[C:9]([Cl:11])[C:8]([CH3:12])=[C:7]([Cl:31])[C:6]=1[NH2:13])[CH3:2]. (4) Given the reactants [C:1]1(=[O:8])[NH:7][CH2:6][CH2:5][CH2:4][CH2:3][CH2:2]1.[NH2:9][CH2:10][CH2:11][CH2:12][CH2:13][CH2:14][C:15](O)=O, predict the reaction product. The product is: [C:1]1(=[O:8])[NH:7][CH2:6][CH2:5][CH2:4][CH2:3][CH2:2]1.[C:10]1(=[N:9][OH:8])[CH2:15][CH2:14][CH2:13][CH2:12][CH2:11]1. (5) The product is: [NH3:3].[CH3:25][OH:30].[F:20][C:5]1[C:6]([NH:8][CH:9]2[CH2:17][CH:16]3[N:12]([CH2:13][CH2:14][CH2:15]3)[C:11]([CH3:19])([CH3:18])[CH2:10]2)=[N:7][C:2]([NH:21][C:22]2[CH:23]=[CH:24][C:25]([O:30][CH:31]3[CH2:34][O:33][CH2:32]3)=[C:26]([CH:29]=2)[C:27]#[N:28])=[N:3][CH:4]=1. Given the reactants Cl[C:2]1[N:7]=[C:6]([NH:8][CH:9]2[CH2:17][CH:16]3[N:12]([CH2:13][CH2:14][CH2:15]3)[C:11]([CH3:19])([CH3:18])[CH2:10]2)[C:5]([F:20])=[CH:4][N:3]=1.[NH2:21][C:22]1[CH:23]=[CH:24][C:25]([O:30][CH:31]2[CH2:34][O:33][CH2:32]2)=[C:26]([CH:29]=1)[C:27]#[N:28], predict the reaction product. (6) Given the reactants [Si]([O:8][C:9]1[CH:14]=[CH:13][C:12]([C@@H:15]([N:17]([C:23]([O:25][C:26]2[CH:31]=[CH:30][CH:29]=[C:28]([O:32][CH3:33])[CH:27]=2)=[O:24])[CH2:18][C:19]([O:21][CH3:22])=[O:20])[CH3:16])=[CH:11][CH:10]=1)(C(C)(C)C)(C)C.[N+](CCCC)(CCCC)(CCCC)CCCC.[F-], predict the reaction product. The product is: [OH:8][C:9]1[CH:14]=[CH:13][C:12]([C@@H:15]([N:17]([C:23]([O:25][C:26]2[CH:31]=[CH:30][CH:29]=[C:28]([O:32][CH3:33])[CH:27]=2)=[O:24])[CH2:18][C:19]([O:21][CH3:22])=[O:20])[CH3:16])=[CH:11][CH:10]=1. (7) The product is: [Cl-:15].[Cl:15][CH2:16][C:17]1[C:27]2[C:22](=[CH:23][C:24]([O:28][CH3:29])=[CH:25][CH:26]=2)[CH2:21][CH2:20][NH+:19]=1. Given the reactants O=P12OP3(OP(OP(O3)(O1)=O)(=O)O2)=O.[Cl:15][CH2:16][C:17]([NH:19][CH2:20][CH2:21][C:22]1[CH:27]=[CH:26][CH:25]=[C:24]([O:28][CH3:29])[CH:23]=1)=O.Cl.CCOCC, predict the reaction product. (8) Given the reactants [F:1][C:2]1[CH:24]=[CH:23][C:5]([CH2:6][O:7][CH2:8][C:9]2[CH:10]=[CH:11][C:12]([NH:16]C(=O)C(C)(C)C)=[N:13][C:14]=2[CH3:15])=[CH:4][CH:3]=1.[OH-].[Na+], predict the reaction product. The product is: [F:1][C:2]1[CH:3]=[CH:4][C:5]([CH2:6][O:7][CH2:8][C:9]2[CH:10]=[CH:11][C:12]([NH2:16])=[N:13][C:14]=2[CH3:15])=[CH:23][CH:24]=1. (9) Given the reactants C(=O)[C:2]1[CH:7]=[CH:6]C=[CH:4][CH:3]=1.C(O[C:12](=[N:14][O:15][C:16]1[CH:21]=[CH:20][CH:19]=[CH:18][C:17]=1[C:22]([OH:24])=[O:23])[CH3:13])C, predict the reaction product. The product is: [C:22]([C:17]1[CH:18]=[CH:19][CH:20]=[CH:21][C:16]=1[O:15][N:14]=[CH:12][C:13]1[CH:6]=[CH:7][CH:2]=[CH:3][CH:4]=1)([OH:24])=[O:23].